From a dataset of Forward reaction prediction with 1.9M reactions from USPTO patents (1976-2016). Predict the product of the given reaction. (1) Given the reactants [NH2:1][CH2:2][C@@H:3]1[C@H:8]([CH3:9])[CH2:7][CH2:6][CH2:5][N:4]1[C:10]([C:12]1[CH:17]=[C:16]([CH3:18])[CH:15]=[CH:14][C:13]=1[N:19]1[N:23]=[C:22]([CH3:24])[CH:21]=[N:20]1)=[O:11].Cl[C:26]1[N:27]=[N:28][C:29]([C:32]([F:35])([F:34])[F:33])=[CH:30][CH:31]=1, predict the reaction product. The product is: [CH3:9][C@@H:8]1[CH2:7][CH2:6][CH2:5][N:4]([C:10]([C:12]2[CH:17]=[C:16]([CH3:18])[CH:15]=[CH:14][C:13]=2[N:19]2[N:23]=[C:22]([CH3:24])[CH:21]=[N:20]2)=[O:11])[C@@H:3]1[CH2:2][NH:1][C:26]1[N:27]=[N:28][C:29]([C:32]([F:35])([F:34])[F:33])=[CH:30][CH:31]=1. (2) Given the reactants Br[C:2]1[C:15]2[N:14]3[CH:16]=[CH:17][N:18]=[C:13]3[C:12]3[CH:11]=[CH:10][CH:9]=[CH:8][C:7]=3[C:6]=2[CH:5]=[CH:4][CH:3]=1.[C:19](=O)([O-])[O-].[K+].[K+].[C:38]1(P([C:38]2[CH:43]=[CH:42][CH:41]=[CH:40][CH:39]=2)[C:38]2[CH:43]=[CH:42][CH:41]=[CH:40][CH:39]=2)[CH:43]=[CH:42][CH:41]=[CH:40][CH:39]=1.CO[CH2:46][CH2:47]OC, predict the reaction product. The product is: [CH:46]([C:38]1[CH:39]=[CH:40][C:41]([C:2]2[C:15]3[N:14]4[CH:16]=[CH:17][N:18]=[C:13]4[C:12]4[CH:11]=[CH:10][CH:9]=[CH:8][C:7]=4[C:6]=3[CH:5]=[CH:4][CH:3]=2)=[CH:42][CH:43]=1)([CH3:47])[CH3:19]. (3) The product is: [C:1]1([C:8]2[CH:9]=[CH:10][CH:11]=[CH:12][CH:13]=2)[CH:6]=[CH:5][CH:4]=[CH:3][C:2]=1[NH:7][C:15]1[C:27]2[C:26]3[C:21](=[CH:22][CH:23]=[CH:24][CH:25]=3)[C:20]3([C:39]4[CH:38]=[CH:37][CH:36]=[CH:35][C:34]=4[C:33]4[C:28]3=[CH:29][CH:30]=[CH:31][CH:32]=4)[C:19]=2[CH:18]=[CH:17][CH:16]=1. Given the reactants [C:1]1([C:8]2[CH:13]=[CH:12][CH:11]=[CH:10][CH:9]=2)[C:2]([NH2:7])=[CH:3][CH:4]=[CH:5][CH:6]=1.Br[C:15]1[C:27]2[C:26]3[C:21](=[CH:22][CH:23]=[CH:24][CH:25]=3)[C:20]3([C:39]4[CH:38]=[CH:37][CH:36]=[CH:35][C:34]=4[C:33]4[C:28]3=[CH:29][CH:30]=[CH:31][CH:32]=4)[C:19]=2[CH:18]=[CH:17][CH:16]=1.CC(C)([O-])C.[Na+], predict the reaction product.